This data is from Blood-brain barrier permeability classification from the B3DB database. The task is: Regression/Classification. Given a drug SMILES string, predict its absorption, distribution, metabolism, or excretion properties. Task type varies by dataset: regression for continuous measurements (e.g., permeability, clearance, half-life) or binary classification for categorical outcomes (e.g., BBB penetration, CYP inhibition). Dataset: b3db_classification. (1) The compound is CN1CC(CSc2ccccn2)C=C2c3cccc4[nH]cc(c34)CC21. The result is 1 (penetrates BBB). (2) The compound is O=C(OCCN1CCN(c2cccc(C(F)(F)F)c2)CC1)c1ccccc1Nc1ccnc2cc(C(F)(F)F)ccc12. The result is 0 (does not penetrate BBB). (3) The compound is CC12CCC3C4CCC(=O)C=C4CCC3C1CCC2OC(=O)CCc1ccccc1. The result is 0 (does not penetrate BBB). (4) The compound is CC[C@@]1(O)C(=O)OCc2c1cc1n(c2=O)Cc2cc3c(CN(C)C)c(O)ccc3nc2-1. The result is 1 (penetrates BBB). (5) The compound is COc1ccc(N2C[C@H](C(=O)N3CCCC[C@H]3c3cccnc3)CC2=O)cc1. The result is 1 (penetrates BBB). (6) The molecule is O=C1NC(=O)C(C[C@H]2CCCCN2)(c2ccccc2)C(=O)N1. The result is 1 (penetrates BBB). (7) The drug is CN(C)CCOC(C)(c1ccccc1)c1ccccn1. The result is 1 (penetrates BBB).